This data is from Human Reference Interactome with 51,813 positive PPI pairs across 8,248 proteins, plus equal number of experimentally-validated negative pairs. The task is: Binary Classification. Given two protein amino acid sequences, predict whether they physically interact or not. Protein 1 (ENSG00000196975) has sequence MAMATKGGTVKAASGFNAMEDAQTLRKAMKGLGTDEDAIISVLAYRNTAQRQEIRTAYKSTIGRDLIDDLKSELSGNFEQVIVGMMTPTVLYDVQELRRAMKGAGTDEGCLIEILASRTPEEIRRISQTYQQQYGRSLEDDIRSDTSFMFQRVLVSLSAGGRDEGNYLDDALVRQDAQDLYEAGEKKWGTDEVKFLTVLCSRNRNHLLHVFDEYKRISQKDIEQSIKSETSGSFEDALLAIVKCMRNKSAYFAEKLYKSMKGLGTDDNTLIRVMVSRAEIDMLDIRAHFKRLYGKSLYSF.... Protein 2 (ENSG00000204099) has sequence MMSSAAFPRWLQSMGVPRTPSRTVLFERERTGLTYRVPSLLPVPPGPTLLAFVEQRLSPDDSHAHRLVLRRGTLAGGSVRWGALHVLGTAALAEHRSMNPCPVHDAGTGTVFLFFIAVLGHTPEAVQIATGRNAARLCCVASRDAGLSWGSARDLTEEAIGGAVQDWATFAVGPGHGVQLPSGRLLVPAYTYRVDRRECFGKICRTSPHSFAFYSDDHGRTWRCGGLVPNLRSGECQLAAVDGGQAGSFLYCNARSPLGSRVQALSTDEGTSFLPAERVASLPETAWGCQGSIVGFPAPA.... Result: 0 (the proteins do not interact).